This data is from Forward reaction prediction with 1.9M reactions from USPTO patents (1976-2016). The task is: Predict the product of the given reaction. Given the reactants Br[C:2]1[C:7]([F:8])=[CH:6][C:5]([NH:9][C:10]2[C:14]3[CH:15]=[N:16][CH:17]=[CH:18][C:13]=3[O:12][C:11]=2[C:19]([N:21]2[CH2:25][CH2:24][C@@H:23]([OH:26])[CH2:22]2)=[O:20])=[C:4]([F:27])[CH:3]=1.C([N:35]1[CH:39]=[C:38](B2OC(C)(C)C(C)(C)O2)[CH:37]=[N:36]1)(OC(C)(C)C)=O.C([O-])([O-])=O.[Na+].[Na+].O, predict the reaction product. The product is: [F:27][C:4]1[CH:3]=[C:2]([C:38]2[CH:39]=[N:35][NH:36][CH:37]=2)[C:7]([F:8])=[CH:6][C:5]=1[NH:9][C:10]1[C:14]2[CH:15]=[N:16][CH:17]=[CH:18][C:13]=2[O:12][C:11]=1[C:19]([N:21]1[CH2:25][CH2:24][C@@H:23]([OH:26])[CH2:22]1)=[O:20].